This data is from Catalyst prediction with 721,799 reactions and 888 catalyst types from USPTO. The task is: Predict which catalyst facilitates the given reaction. (1) Reactant: N#N.[CH2:3]([O:10][C:11]([NH:13][C@H:14]1[CH2:19][CH2:18][C@H:17]([C:20](O)=[O:21])[CH2:16][CH2:15]1)=[O:12])[C:4]1[CH:9]=[CH:8][CH:7]=[CH:6][CH:5]=1.S(C)C.[BH4-].[Na+]. Product: [CH2:3]([O:10][C:11]([NH:13][C@H:14]1[CH2:19][CH2:18][C@H:17]([CH2:20][OH:21])[CH2:16][CH2:15]1)=[O:12])[C:4]1[CH:5]=[CH:6][CH:7]=[CH:8][CH:9]=1. The catalyst class is: 36. (2) Reactant: [NH:1]1[CH2:5][CH:4]=[C:3]([C:6]2[N:29]([S:30]([C:33]3[CH:38]=[CH:37][CH:36]=[CH:35][CH:34]=3)(=[O:32])=[O:31])[C:9]3=[N:10][CH:11]=[CH:12][C:13]([C:14]4[CH:15]=[CH:16][C:17]([O:22][CH:23]5[CH2:28][CH2:27][O:26][CH2:25][CH2:24]5)=[C:18]([CH:21]=4)[C:19]#[N:20])=[C:8]3[CH:7]=2)[CH2:2]1.[C:39](O)(=[O:42])[CH2:40][OH:41].CN(C(ON1N=NC2C=CC=NC1=2)=[N+](C)C)C.F[P-](F)(F)(F)(F)F.C(N(CC)C(C)C)(C)C. Product: [OH:42][CH2:39][C:40]([N:1]1[CH2:5][CH:4]=[C:3]([C:6]2[N:29]([S:30]([C:33]3[CH:34]=[CH:35][CH:36]=[CH:37][CH:38]=3)(=[O:32])=[O:31])[C:9]3=[N:10][CH:11]=[CH:12][C:13]([C:14]4[CH:15]=[CH:16][C:17]([O:22][CH:23]5[CH2:24][CH2:25][O:26][CH2:27][CH2:28]5)=[C:18]([CH:21]=4)[C:19]#[N:20])=[C:8]3[CH:7]=2)[CH2:2]1)=[O:41]. The catalyst class is: 4. (3) Reactant: [CH3:1][O:2][CH2:3][C:4]1[CH:9]=[C:8]([C:10]([OH:12])=O)[CH:7]=[CH:6][C:5]=1[C:13]1[CH:18]=[CH:17][CH:16]=[CH:15][C:14]=1[CH3:19].C(Cl)(=O)C(Cl)=O.CN(C=O)C.[NH2:31][C:32](=[N:44]O)[C:33]1[CH:42]=[CH:41][C:36]([C:37]([O:39][CH3:40])=[O:38])=[C:35]([F:43])[CH:34]=1. Product: [F:43][C:35]1[CH:34]=[C:33]([C:32]2[N:31]=[C:10]([C:8]3[CH:7]=[CH:6][C:5]([C:13]4[CH:18]=[CH:17][CH:16]=[CH:15][C:14]=4[CH3:19])=[C:4]([CH2:3][O:2][CH3:1])[CH:9]=3)[O:12][N:44]=2)[CH:42]=[CH:41][C:36]=1[C:37]([O:39][CH3:40])=[O:38]. The catalyst class is: 11. (4) Reactant: [NH:1]([C:3]1[C:8]([F:9])=[CH:7][C:6]([F:10])=[CH:5][N:4]=1)N. Product: [NH2:1][C:3]1[C:8]([F:9])=[CH:7][C:6]([F:10])=[CH:5][N:4]=1. The catalyst class is: 94. (5) Reactant: [NH2:1][C:2]1[NH:6][N:5]=[CH:4][C:3]=1[C:7]([O:9][CH2:10][CH3:11])=[O:8].[O:12]1[C:16]2[CH:17]=[CH:18][C:19]([C:21](=O)[CH2:22][C:23](OCC)=[O:24])=[CH:20][C:15]=2[O:14][CH2:13]1.CC1C=CC(S(O)(=O)=O)=CC=1. Product: [O:12]1[C:16]2[CH:17]=[CH:18][C:19]([C:21]3[NH:1][C:2]4[N:6]([N:5]=[CH:4][C:3]=4[C:7]([O:9][CH2:10][CH3:11])=[O:8])[C:23](=[O:24])[CH:22]=3)=[CH:20][C:15]=2[O:14][CH2:13]1. The catalyst class is: 114. (6) Reactant: [C:1]([C:5]1[CH:10]=[CH:9][C:8]([S:11]([NH:14][C:15]2[CH:16]=[C:17]3[C:21](=[CH:22][CH:23]=2)[NH:20][C:19]([C:24]([OH:26])=O)=[C:18]3[C:27]2[CH:32]=[CH:31][CH:30]=[CH:29][CH:28]=2)(=[O:13])=[O:12])=[CH:7][CH:6]=1)([CH3:4])([CH3:3])[CH3:2].[CH2:33]([CH2:35][NH2:36])[OH:34]. Product: [OH:34][CH2:33][CH2:35][NH:36][C:24]([C:19]1[NH:20][C:21]2[C:17]([C:18]=1[C:27]1[CH:28]=[CH:29][CH:30]=[CH:31][CH:32]=1)=[CH:16][C:15]([NH:14][S:11]([C:8]1[CH:9]=[CH:10][C:5]([C:1]([CH3:2])([CH3:3])[CH3:4])=[CH:6][CH:7]=1)(=[O:12])=[O:13])=[CH:23][CH:22]=2)=[O:26]. The catalyst class is: 98. (7) Reactant: C[O:2][C:3]([CH:5]1[N:12]2[C:8](=[N:9][NH:10][C:11]2=[O:13])[CH2:7][CH2:6]1)=[O:4].[Li+].[OH-].Cl. Product: [O:13]=[C:11]1[NH:10][N:9]=[C:8]2[CH2:7][CH2:6][CH:5]([C:3]([OH:4])=[O:2])[N:12]12. The catalyst class is: 20.